This data is from Forward reaction prediction with 1.9M reactions from USPTO patents (1976-2016). The task is: Predict the product of the given reaction. (1) Given the reactants [CH3:1][N:2]([CH3:22])[S:3]([C:6]1[CH:21]=[CH:20][C:9]([CH2:10][C:11]2[CH:16]=[CH:15][C:14]([N+:17]([O-])=O)=[CH:13][CH:12]=2)=[CH:8][CH:7]=1)(=[O:5])=[O:4], predict the reaction product. The product is: [CH3:22][N:2]([CH3:1])[S:3]([C:6]1[CH:21]=[CH:20][C:9]([CH2:10][C:11]2[CH:16]=[CH:15][C:14]([NH2:17])=[CH:13][CH:12]=2)=[CH:8][CH:7]=1)(=[O:4])=[O:5]. (2) Given the reactants [OH:1][C:2]1[CH:11]=[CH:10][C:9]([CH3:12])=[CH:8][C:3]=1[C:4]([O:6][CH3:7])=[O:5].I[CH2:14][CH3:15].C(=O)([O-])[O-].[K+].[K+], predict the reaction product. The product is: [CH2:14]([O:1][C:2]1[CH:11]=[CH:10][C:9]([CH3:12])=[CH:8][C:3]=1[C:4]([O:6][CH3:7])=[O:5])[CH3:15]. (3) Given the reactants Cl[C:2]1[C:7]([NH2:8])=[C:6]([Cl:9])[N:5]=[CH:4][N:3]=1.[Cl:10][C:11]1[CH:17]=[CH:16][CH:15]=[CH:14][C:12]=1[NH2:13], predict the reaction product. The product is: [Cl:9][C:6]1[N:5]=[CH:4][N:3]=[C:2]([NH:13][C:12]2[CH:14]=[CH:15][CH:16]=[CH:17][C:11]=2[Cl:10])[C:7]=1[NH2:8]. (4) Given the reactants [CH2:1]([C:9]1[CH:21]=[CH:20][C:12]([CH2:13][CH:14]2[CH2:18][CH2:17][CH2:16][C:15]2=O)=[CH:11][CH:10]=1)[CH2:2][CH2:3][CH2:4][CH2:5][CH2:6][CH2:7][CH3:8].[C-:22]#[N:23].[Na+].[Cl-].[NH4+:26], predict the reaction product. The product is: [NH2:26][C:15]1([C:22]#[N:23])[CH2:16][CH2:17][CH2:18][CH:14]1[CH2:13][C:12]1[CH:20]=[CH:21][C:9]([CH2:1][CH2:2][CH2:3][CH2:4][CH2:5][CH2:6][CH2:7][CH3:8])=[CH:10][CH:11]=1. (5) Given the reactants C[Si]([N-][Si](C)(C)C)(C)C.[Li+].[C:11](#[N:13])[CH3:12].[CH3:14][N:15]1[C:19]([NH:20][C:21]([C:34]2[CH:39]=[CH:38][CH:37]=[CH:36][CH:35]=2)([C:28]2[CH:33]=[CH:32][CH:31]=[CH:30][CH:29]=2)[C:22]2[CH:27]=[CH:26][CH:25]=[CH:24][CH:23]=2)=[C:18]([CH:40]=[O:41])[CH:17]=[N:16]1.S([O-])(O)(=O)=O.[K+], predict the reaction product. The product is: [OH:41][CH:40]([C:18]1[CH:17]=[N:16][N:15]([CH3:14])[C:19]=1[NH:20][C:21]([C:28]1[CH:33]=[CH:32][CH:31]=[CH:30][CH:29]=1)([C:34]1[CH:35]=[CH:36][CH:37]=[CH:38][CH:39]=1)[C:22]1[CH:27]=[CH:26][CH:25]=[CH:24][CH:23]=1)[CH2:12][C:11]#[N:13]. (6) Given the reactants [CH3:1][C:2]1[N:6]([CH2:7][C:8]([OH:10])=O)[N:5]=[C:4]([C:11]([F:14])([F:13])[F:12])[CH:3]=1.Cl.[CH3:16][S:17][CH:18]1[CH:23]([C:24]#[N:25])[CH2:22][CH2:21][NH:20][CH2:19]1.C(N(CC)CC)C, predict the reaction product. The product is: [CH3:16][S:17][CH:18]1[CH:23]([C:24]#[N:25])[CH2:22][CH2:21][N:20]([C:8](=[O:10])[CH2:7][N:6]2[C:2]([CH3:1])=[CH:3][C:4]([C:11]([F:14])([F:13])[F:12])=[N:5]2)[CH2:19]1.